From a dataset of Forward reaction prediction with 1.9M reactions from USPTO patents (1976-2016). Predict the product of the given reaction. (1) Given the reactants C(OC([N:8]1[CH:12]=[C:11](B2OC(C)(C)C(C)(C)O2)[CH:10]=[N:9]1)=O)(C)(C)C.Br[C:23]1[CH:24]=[C:25]([C:30]2[C:31]([C:35]3[CH:40]=[CH:39][CH:38]=[C:37]([CH3:41])[N:36]=3)=[N:32][NH:33][CH:34]=2)[CH:26]=[CH:27][C:28]=1[F:29], predict the reaction product. The product is: [F:29][C:28]1[CH:23]=[CH:24][C:25]([C:30]2[C:31]([C:35]3[CH:40]=[CH:39][CH:38]=[C:37]([CH3:41])[N:36]=3)=[N:32][NH:33][CH:34]=2)=[CH:26][C:27]=1[C:11]1[CH:12]=[N:8][NH:9][CH:10]=1. (2) Given the reactants [CH3:1][C:2]1[N:6]([CH3:7])[C:5]([C:8]2[CH:9]=[C:10]([CH:12]=[CH:13][CH:14]=2)[NH2:11])=[CH:4][N:3]=1.[C:15]1([CH:25]=[CH:26][C:27](O)=[O:28])[C:24]2[C:19](=[CH:20][CH:21]=[CH:22][CH:23]=2)[CH:18]=[CH:17][CH:16]=1.Cl.C(N=C=NCCCN(C)C)C, predict the reaction product. The product is: [CH3:1][C:2]1[N:6]([CH3:7])[C:5]([C:8]2[CH:9]=[C:10]([NH:11][C:27](=[O:28])[CH:26]=[CH:25][C:15]3[C:24]4[C:19](=[CH:20][CH:21]=[CH:22][CH:23]=4)[CH:18]=[CH:17][CH:16]=3)[CH:12]=[CH:13][CH:14]=2)=[CH:4][N:3]=1. (3) Given the reactants [Cl:1][C:2]1[CH:7]=[C:6]([Cl:8])[CH:5]=[CH:4][C:3]=1[C:9]1[N:10]=[C:11]([CH2:28][CH3:29])[C:12]([NH:17][C@@H:18]2[C:26]3[C:21](=[CH:22][CH:23]=[CH:24][CH:25]=3)[CH2:20][C@@H:19]2O)=[N:13][C:14]=1[CH2:15][CH3:16].Br[C:31]1N=C(CC)C(NC2C3C(=CC=CC=3)CCC2)=NC=1CC, predict the reaction product. The product is: [Cl:1][C:2]1[CH:7]=[C:6]([Cl:8])[CH:5]=[CH:4][C:3]=1[C:9]1[N:10]=[C:11]([CH2:28][CH3:29])[C:12]([NH:17][CH:18]2[C:26]3[C:21](=[CH:22][CH:23]=[CH:24][CH:25]=3)[CH2:20][CH2:31][CH2:19]2)=[N:13][C:14]=1[CH2:15][CH3:16]. (4) Given the reactants Cl[C:2]1[N:11]=[C:10]([N:12]2[CH2:17][CH2:16][O:15][CH2:14][CH2:13]2)[C:9]2[C:4](=[CH:5][C:6]([O:20][CH3:21])=[C:7]([O:18][CH3:19])[CH:8]=2)[N:3]=1.[C:22]([O:26][C:27]([N:29]1[CH2:34][CH2:33][CH:32]([NH2:35])[CH2:31][CH2:30]1)=[O:28])([CH3:25])([CH3:24])[CH3:23].C1(P(C2C=CC=CC=2)C2C=CC3C(=CC=CC=3)C=2C2C3C(=CC=CC=3)C=CC=2P(C2C=CC=CC=2)C2C=CC=CC=2)C=CC=CC=1.O(C(C)(C)C)[K], predict the reaction product. The product is: [C:22]([O:26][C:27]([N:29]1[CH2:34][CH2:33][CH:32]([NH:35][C:2]2[N:11]=[C:10]([N:12]3[CH2:17][CH2:16][O:15][CH2:14][CH2:13]3)[C:9]3[C:4](=[CH:5][C:6]([O:20][CH3:21])=[C:7]([O:18][CH3:19])[CH:8]=3)[N:3]=2)[CH2:31][CH2:30]1)=[O:28])([CH3:25])([CH3:23])[CH3:24]. (5) Given the reactants [C:1]([C:5]1[CH:20]=[CH:19][C:8]([C:9]([NH:11][C:12]2[CH:13]=[N:14][CH:15]=[CH:16][C:17]=2[NH2:18])=[O:10])=[CH:7][CH:6]=1)([CH3:4])([CH3:3])[CH3:2].N1C=CC=CC=1.[C:27](Cl)(=[O:36])[C:28]1[CH:33]=[CH:32][C:31]([O:34][CH3:35])=[CH:30][CH:29]=1, predict the reaction product. The product is: [C:1]([C:5]1[CH:20]=[CH:19][C:8]([C:9]([NH:11][C:12]2[CH:13]=[N:14][CH:15]=[CH:16][C:17]=2[NH:18][C:27](=[O:36])[C:28]2[CH:33]=[CH:32][C:31]([O:34][CH3:35])=[CH:30][CH:29]=2)=[O:10])=[CH:7][CH:6]=1)([CH3:4])([CH3:2])[CH3:3]. (6) Given the reactants [CH2:1]([O:3][C:4]([C:6]1[N:11]=[C:10](Br)[C:9]2[N:13]=[C:14]([C:16]3[CH:21]=[CH:20][CH:19]=[CH:18][CH:17]=3)[S:15][C:8]=2[C:7]=1[OH:22])=[O:5])[CH3:2].[CH2:23]([Sn](CCCC)(CCCC)CCCC)[C:24](=[CH2:26])[CH3:25], predict the reaction product. The product is: [CH2:1]([O:3][C:4]([C:6]1[N:11]=[C:10]([CH2:25][C:24]([CH3:26])=[CH2:23])[C:9]2[N:13]=[C:14]([C:16]3[CH:21]=[CH:20][CH:19]=[CH:18][CH:17]=3)[S:15][C:8]=2[C:7]=1[OH:22])=[O:5])[CH3:2]. (7) Given the reactants [NH2:1][C:2]1[CH:7]=[CH:6][C:5]([O:8][C:9]2[CH:14]=[CH:13][CH:12]=[C:11]([N:15]3[CH2:20][CH2:19][O:18][CH2:17][CH2:16]3)[CH:10]=2)=[CH:4][C:3]=1[N:21](C)[C:22](=O)OC(C)(C)C.[C:30]([OH:34])(=O)[CH2:31]O, predict the reaction product. The product is: [CH3:22][N:21]1[C:3]2[CH:4]=[C:5]([O:8][C:9]3[CH:14]=[CH:13][CH:12]=[C:11]([N:15]4[CH2:20][CH2:19][O:18][CH2:17][CH2:16]4)[CH:10]=3)[CH:6]=[CH:7][C:2]=2[N:1]=[C:31]1[CH2:30][OH:34]. (8) Given the reactants [CH2:1]([O:3][C:4](=[O:35])/[C:5](/[CH2:24][CH2:25][CH2:26][O:27]CC1C=CC=CC=1)=[CH:6]\[CH2:7][C@H:8]([NH:16][C:17]([O:19][C:20]([CH3:23])([CH3:22])[CH3:21])=[O:18])[C:9]([O:11][C:12]([CH3:15])([CH3:14])[CH3:13])=[O:10])[CH3:2].C(OC(=O)/C(/CCCOCC1C=CC=CC=1)=C/C[C@H](NC(OC(C)(C)C)=O)C(OC(C)(C)C)=O)C, predict the reaction product. The product is: [C:20]([O:19][C:17]([NH:16][C@@H:8]([CH2:7][CH2:6][CH:5]([CH2:24][CH2:25][CH2:26][OH:27])[C:4]([O:3][CH2:1][CH3:2])=[O:35])[C:9]([O:11][C:12]([CH3:14])([CH3:15])[CH3:13])=[O:10])=[O:18])([CH3:23])([CH3:22])[CH3:21]. (9) Given the reactants C([O:3][C:4](=[O:30])[CH2:5][N:6]1[C:14]2[CH2:13][CH2:12][CH2:11][CH:10]([NH:15][S:16]([C:19]3[CH:24]=[C:23]([C:25]([F:28])([F:27])[F:26])[CH:22]=[C:21](Br)[CH:20]=3)(=[O:18])=[O:17])[C:9]=2[CH:8]=[N:7]1)C.[CH:31]1(B(O)O)[CH2:33][CH2:32]1.C1(P(C2CCCCC2)C2CCCCC2)CCCCC1.P([O-])([O-])([O-])=O.[K+].[K+].[K+], predict the reaction product. The product is: [CH:31]1([C:21]2[CH:20]=[C:19]([S:16]([NH:15][CH:10]3[CH2:11][CH2:12][CH2:13][C:14]4[N:6]([CH2:5][C:4]([OH:3])=[O:30])[N:7]=[CH:8][C:9]3=4)(=[O:18])=[O:17])[CH:24]=[C:23]([C:25]([F:26])([F:27])[F:28])[CH:22]=2)[CH2:33][CH2:32]1. (10) Given the reactants [CH:1]1([C:4]2[NH:8][C:7]3[CH:9]=[C:10]([C:17]4[C:18]([CH3:23])=[N:19][O:20][C:21]=4[CH3:22])[CH:11]=[C:12]([C:13](OC)=[O:14])[C:6]=3[N:5]=2)[CH2:3][CH2:2]1.[CH:24]([Mg]Br)([CH3:26])[CH3:25].[CH2:29]1[CH2:33]OC[CH2:30]1, predict the reaction product. The product is: [CH:1]1([C:4]2[NH:8][C:7]3[CH:9]=[C:10]([C:17]4[C:18]([CH3:23])=[N:19][O:20][C:21]=4[CH3:22])[CH:11]=[C:12]([C:13]([OH:14])([CH:29]([CH3:33])[CH3:30])[CH:24]([CH3:26])[CH3:25])[C:6]=3[N:5]=2)[CH2:2][CH2:3]1.